Dataset: Catalyst prediction with 721,799 reactions and 888 catalyst types from USPTO. Task: Predict which catalyst facilitates the given reaction. (1) Reactant: C(OC(=O)[NH:7][C@H:8]([CH2:28][C:29]1[CH:34]=[C:33]([F:35])[C:32]([F:36])=[CH:31][C:30]=1[F:37])[CH2:9][C:10]([N:12]1[CH2:17][CH2:16][N:15]2[C:18]([C:24]([F:27])([F:26])[F:25])=[N:19][C:20]([C:21](=[O:23])[NH2:22])=[C:14]2[CH2:13]1)=[O:11])(C)(C)C.[ClH:39]. The catalyst class is: 13. Product: [ClH:39].[NH2:7][C@H:8]([CH2:28][C:29]1[CH:34]=[C:33]([F:35])[C:32]([F:36])=[CH:31][C:30]=1[F:37])[CH2:9][C:10]([N:12]1[CH2:17][CH2:16][N:15]2[C:18]([C:24]([F:27])([F:25])[F:26])=[N:19][C:20]([C:21]([NH2:22])=[O:23])=[C:14]2[CH2:13]1)=[O:11]. (2) Reactant: CC1(C)C(C)(C)OB([C:9]2[CH:10]=[CH:11][C:12]([O:15][CH:16]3[CH2:21][CH2:20][CH:19]([C:22]([O:24][CH2:25][CH3:26])=[O:23])[CH2:18][CH2:17]3)=[N:13][CH:14]=2)O1.[NH2:28][C:29]1[CH:30]=[CH:31][C:32](Br)=[N:33][CH:34]=1.C([O-])([O-])=O.[Na+].[Na+]. Product: [NH2:28][C:29]1[CH:30]=[CH:31][C:32]([C:9]2[CH:14]=[N:13][C:12]([O:15][CH:16]3[CH2:17][CH2:18][CH:19]([C:22]([O:24][CH2:25][CH3:26])=[O:23])[CH2:20][CH2:21]3)=[CH:11][CH:10]=2)=[N:33][CH:34]=1. The catalyst class is: 70. (3) Reactant: [N+:1]([C:4]1[CH:9]=[CH:8][CH:7]=[CH:6][C:5]=1[CH2:10][S:11](Cl)(=[O:13])=[O:12])([O-])=O.[Sn](Cl)Cl.C(=O)(O)[O-].[Na+]. Product: [NH:1]1[C:4]2[CH:9]=[CH:8][CH:7]=[CH:6][C:5]=2[CH2:10][S:11]1(=[O:13])=[O:12]. The catalyst class is: 13. (4) Reactant: [NH:1]1[CH:5]=[CH:4][CH:3]=[N:2]1.[H-].[Na+].[CH3:8][N:9]([CH3:14])[S:10](Cl)(=[O:12])=[O:11]. Product: [CH3:8][N:9]([CH3:14])[S:10]([N:1]1[CH:5]=[CH:4][CH:3]=[N:2]1)(=[O:12])=[O:11]. The catalyst class is: 7. (5) Reactant: C([O:3][C:4](=O)[CH2:5][CH2:6][C:7]([C:9]1[CH:14]=[CH:13][C:12]([O:15][CH2:16][CH2:17][CH2:18][Cl:19])=[CH:11][CH:10]=1)=O)C.O.[NH2:22][NH2:23]. Product: [Cl:19][CH2:18][CH2:17][CH2:16][O:15][C:12]1[CH:13]=[CH:14][C:9]([C:7]2[CH2:6][CH2:5][C:4](=[O:3])[NH:22][N:23]=2)=[CH:10][CH:11]=1. The catalyst class is: 32.